Predict the product of the given reaction. From a dataset of Forward reaction prediction with 1.9M reactions from USPTO patents (1976-2016). Given the reactants [Cl:1][C:2]1[CH:8]=[C:7]([O:9][C:10]2[C:19]3[C:14](=[CH:15][C:16]([O:22][CH3:23])=[C:17]([O:20][CH3:21])[CH:18]=3)[N:13]=[CH:12][N:11]=2)[CH:6]=[CH:5][C:3]=1[NH2:4].ClC(Cl)(O[C:28](=[O:34])OC(Cl)(Cl)Cl)Cl.[CH3:36][NH:37][CH2:38][CH2:39][CH2:40][CH3:41].CO, predict the reaction product. The product is: [CH2:38]([N:37]([CH3:36])[C:28]([NH:4][C:3]1[CH:5]=[CH:6][C:7]([O:9][C:10]2[C:19]3[C:14](=[CH:15][C:16]([O:22][CH3:23])=[C:17]([O:20][CH3:21])[CH:18]=3)[N:13]=[CH:12][N:11]=2)=[CH:8][C:2]=1[Cl:1])=[O:34])[CH2:39][CH2:40][CH3:41].